From a dataset of Full USPTO retrosynthesis dataset with 1.9M reactions from patents (1976-2016). Predict the reactants needed to synthesize the given product. (1) Given the product [CH2:1]([O:3][C:4](=[O:32])[CH2:5][N:6]([S:45]([N:43]([C:33](=[O:42])[C:34]1[CH:39]=[CH:38][C:37]([O:40][CH3:41])=[CH:36][CH:35]=1)[CH3:44])(=[O:46])=[O:47])[CH2:7][C:8]1[CH:13]=[CH:12][CH:11]=[C:10]([O:14][CH2:15][C:16]2[N:17]=[C:18]([C:22]3[CH:23]=[CH:24][C:25]([C:28]([F:31])([F:30])[F:29])=[CH:26][CH:27]=3)[O:19][C:20]=2[CH3:21])[CH:9]=1)[CH3:2], predict the reactants needed to synthesize it. The reactants are: [CH2:1]([O:3][C:4](=[O:32])[CH2:5][NH:6][CH2:7][C:8]1[CH:13]=[CH:12][CH:11]=[C:10]([O:14][CH2:15][C:16]2[N:17]=[C:18]([C:22]3[CH:27]=[CH:26][C:25]([C:28]([F:31])([F:30])[F:29])=[CH:24][CH:23]=3)[O:19][C:20]=2[CH3:21])[CH:9]=1)[CH3:2].[C:33]([N:43]([S:45](Cl)(=[O:47])=[O:46])[CH3:44])(=[O:42])[C:34]1[CH:39]=[CH:38][C:37]([O:40][CH3:41])=[CH:36][CH:35]=1.C(N(CC)CC)C. (2) The reactants are: Cl[C:2]1[C:7]([N+:8]([O-:10])=[O:9])=[CH:6][C:5]([Cl:11])=[CH:4][N:3]=1.[CH3:12][C:13]1[CH:18]=[CH:17][NH:16][C:15](=[O:19])[CH:14]=1.C(=O)([O-])[O-].[K+].[K+]. Given the product [Cl:11][C:5]1[CH:6]=[C:7]([N+:8]([O-:10])=[O:9])[C:2]([O:19][C:15]2[CH:14]=[C:13]([CH3:12])[CH:18]=[CH:17][N:16]=2)=[N:3][CH:4]=1, predict the reactants needed to synthesize it. (3) Given the product [F:1][C:2]1[C:3]([NH:22][C:23]2[CH:28]=[CH:27][C:26]([I:29])=[CH:25][C:24]=2[F:30])=[C:4]([CH:12]=[C:13]([CH2:16][NH:17][O:18][CH2:19][CH2:20][OH:21])[C:14]=1[F:15])[C:5]([NH:7][O:8][CH2:9][CH2:10][OH:11])=[O:6], predict the reactants needed to synthesize it. The reactants are: [F:1][C:2]1[C:3]([NH:22][C:23]2[CH:28]=[CH:27][C:26]([I:29])=[CH:25][C:24]=2[F:30])=[C:4]([CH:12]=[C:13](/[CH:16]=[N:17]/[O:18][CH2:19][CH2:20][OH:21])[C:14]=1[F:15])[C:5]([NH:7][O:8][CH2:9][CH2:10][OH:11])=[O:6].FC(F)(F)C(O)=O.C([BH3-])#N.[Na+].O. (4) Given the product [CH3:1][O:2][C:3]1[C:7]2[C:8](=[O:25])[N:9]([CH2:16][C:17](=[O:24])[C:18]3[CH:23]=[CH:22][CH:21]=[CH:20][CH:19]=3)[C:10]3[CH:11]=[CH:12][CH:13]=[CH:14][C:15]=3[C:6]=2[N:5]([CH3:26])[C:4]=1[C:27]([NH:29][CH:30]1[CH2:31][CH2:32][N:33]([C:50]2[CH:55]=[CH:54][N:53]=[C:52]([C:56]([F:59])([F:58])[F:57])[CH:51]=2)[CH2:34][CH2:35]1)=[O:28], predict the reactants needed to synthesize it. The reactants are: [CH3:1][O:2][C:3]1[C:7]2[C:8](=[O:25])[N:9]([CH2:16][C:17](=[O:24])[C:18]3[CH:23]=[CH:22][CH:21]=[CH:20][CH:19]=3)[C:10]3[CH:11]=[CH:12][CH:13]=[CH:14][C:15]=3[C:6]=2[N:5]([CH3:26])[C:4]=1[C:27]([NH:29][CH:30]1[CH2:35][CH2:34][NH:33][CH2:32][CH2:31]1)=[O:28].C(=O)([O-])[O-].[K+].[K+].C(N(CC)CC)C.Br[C:50]1[CH:55]=[CH:54][N:53]=[C:52]([C:56]([F:59])([F:58])[F:57])[CH:51]=1. (5) Given the product [F:32][C:31]([F:33])([F:34])[C:27]1[CH:26]=[C:25]([NH:24][C:22]([N:1]([CH3:12])[CH2:2][CH2:3][NH:4][C:5](=[O:11])[O:6][C:7]([CH3:8])([CH3:10])[CH3:9])=[O:23])[CH:30]=[CH:29][CH:28]=1, predict the reactants needed to synthesize it. The reactants are: [NH2:1][CH2:2][CH2:3][NH:4][C:5](=[O:11])[O:6][C:7]([CH3:10])([CH3:9])[CH3:8].[CH3:12]CN(CCO)CC.BrC[C:22]([NH:24][C:25]1[CH:30]=[CH:29][CH:28]=[C:27]([C:31]([F:34])([F:33])[F:32])[CH:26]=1)=[O:23]. (6) Given the product [Cl:1][C:2]1[CH:3]=[C:4]([C:9](=[O:15])[CH2:10][CH2:11][C:12]([N:16]2[CH2:17][CH2:18][CH:19]([N:22]3[CH2:31][C:30]4[C:25](=[CH:26][CH:27]=[CH:28][CH:29]=4)[NH:24][C:23]3=[O:32])[CH2:20][CH2:21]2)=[O:14])[CH:5]=[CH:6][C:7]=1[Cl:8], predict the reactants needed to synthesize it. The reactants are: [Cl:1][C:2]1[CH:3]=[C:4]([C:9](=[O:15])[CH2:10][CH2:11][C:12]([OH:14])=O)[CH:5]=[CH:6][C:7]=1[Cl:8].[NH:16]1[CH2:21][CH2:20][CH:19]([N:22]2[CH2:31][C:30]3[C:25](=[CH:26][CH:27]=[CH:28][CH:29]=3)[NH:24][C:23]2=[O:32])[CH2:18][CH2:17]1.CN(C(ON1N=NC2C=CC=CC1=2)=[N+](C)C)C.[B-](F)(F)(F)F. (7) Given the product [Br:8][C:15]1[CH:14]=[C:13]([NH2:16])[CH:12]=[C:11]([O:17][CH3:18])[C:10]=1[Cl:9], predict the reactants needed to synthesize it. The reactants are: C1C(=O)N([Br:8])C(=O)C1.[Cl:9][C:10]1[CH:15]=[CH:14][C:13]([NH2:16])=[CH:12][C:11]=1[O:17][CH3:18]. (8) Given the product [N+:29]([C:32]1[CH:37]=[CH:36][C:35]([CH2:38][CH2:39][N:40]2[CH2:41][CH2:42][N:43]([C:15](=[O:17])[CH:14]([C:11]3[CH:10]=[CH:9][C:8]([N+:5]([O-:7])=[O:6])=[CH:13][CH:12]=3)[CH3:18])[CH2:44][CH2:45]2)=[CH:34][CH:33]=1)([O-:31])=[O:30], predict the reactants needed to synthesize it. The reactants are: C(Cl)CCl.[N+:5]([C:8]1[CH:13]=[CH:12][C:11]([CH:14]([CH3:18])[C:15]([OH:17])=O)=[CH:10][CH:9]=1)([O-:7])=[O:6].CCN(C(C)C)C(C)C.Cl.[N+:29]([C:32]1[CH:37]=[CH:36][C:35]([CH2:38][CH2:39][N:40]2[CH2:45][CH2:44][NH:43][CH2:42][CH2:41]2)=[CH:34][CH:33]=1)([O-:31])=[O:30].